Dataset: Forward reaction prediction with 1.9M reactions from USPTO patents (1976-2016). Task: Predict the product of the given reaction. (1) Given the reactants OC(C(F)(F)F)=O.OC(C(F)(F)F)=O.[CH:15]12[O:22][CH:19]([CH2:20][CH2:21]1)[CH2:18][N:17]([C:23]1[N:28]=[C:27]([N:29]3[CH2:34][CH2:33][NH:32][CH2:31][CH2:30]3)[N:26]=[C:25]([C:35]3[CH:40]=[CH:39][C:38]([NH:41][C:42]([NH:44][C:45]4[CH:50]=[CH:49][N:48]=[CH:47][CH:46]=4)=[O:43])=[CH:37][CH:36]=3)[N:24]=1)[CH2:16]2.[C:51](Cl)(=[O:58])[C:52]1[CH:57]=[CH:56][N:55]=[CH:54][CH:53]=1, predict the reaction product. The product is: [C:51]([N:32]1[CH2:33][CH2:34][N:29]([C:27]2[N:28]=[C:23]([N:17]3[CH2:16][CH:15]4[O:22][CH:19]([CH2:20][CH2:21]4)[CH2:18]3)[N:24]=[C:25]([C:35]3[CH:36]=[CH:37][C:38]([NH:41][C:42]([NH:44][C:45]4[CH:46]=[CH:47][N:48]=[CH:49][CH:50]=4)=[O:43])=[CH:39][CH:40]=3)[N:26]=2)[CH2:30][CH2:31]1)(=[O:58])[C:52]1[CH:57]=[CH:56][N:55]=[CH:54][CH:53]=1. (2) Given the reactants Cl.[Cl:2][C:3]1[C:12]2[C:7](=[CH:8][C:9]([F:14])=[C:10]([I:13])[CH:11]=2)[N:6]=[CH:5][N:4]=1.O1CCOCC1.Cl.[CH2:22]([O:29][C:30]1[CH:36]=[CH:35][C:33]([NH2:34])=[CH:32][CH:31]=1)[C:23]1[CH:28]=[CH:27][CH:26]=[CH:25][CH:24]=1, predict the reaction product. The product is: [ClH:2].[CH2:22]([O:29][C:30]1[CH:31]=[CH:32][C:33]([NH:34][C:3]2[C:12]3[C:7](=[CH:8][C:9]([F:14])=[C:10]([I:13])[CH:11]=3)[N:6]=[CH:5][N:4]=2)=[CH:35][CH:36]=1)[C:23]1[CH:24]=[CH:25][CH:26]=[CH:27][CH:28]=1. (3) Given the reactants [CH3:1][C:2]([O:16][Si](C)(C)C)([CH3:15])[C:3]#[C:4][C:5]([C:7]1[CH:14]=[CH:13][C:10]([C:11]#[N:12])=[CH:9][CH:8]=1)=[O:6].CC1C=CC(S(O)(=O)=O)=CC=1, predict the reaction product. The product is: [OH:16][C:2]([CH3:15])([CH3:1])[C:3]#[C:4][C:5]([C:7]1[CH:8]=[CH:9][C:10]([C:11]#[N:12])=[CH:13][CH:14]=1)=[O:6]. (4) Given the reactants [CH2:1]([Li])CCC.[CH3:6][N:7]([CH3:24])[C:8]1[CH:23]=[CH:22][C:11](/[CH:12]=[CH:13]/[C:14]2[CH:21]=[CH:20][C:17]([CH:18]=O)=[CH:16][CH:15]=2)=[CH:10][CH:9]=1, predict the reaction product. The product is: [CH3:6][N:7]([CH3:24])[C:8]1[CH:23]=[CH:22][C:11](/[CH:12]=[CH:13]/[C:14]2[CH:21]=[CH:20][C:17]([CH:18]=[CH2:1])=[CH:16][CH:15]=2)=[CH:10][CH:9]=1. (5) Given the reactants [C:1]([O:5][C@@H:6]([C:9]1[C:27]([CH3:28])=[CH:26][C:12]2[N:13]=[C:14]([C:16]3[CH:17]=[C:18]4[CH:24]=[N:23][N:22]([CH3:25])[C:19]4=[N:20][CH:21]=3)[S:15][C:11]=2[C:10]=1[C:29]1[CH:34]=[CH:33][C:32]([Cl:35])=[CH:31][CH:30]=1)[CH2:7][OH:8])([CH3:4])([CH3:3])[CH3:2].[OH2:36].C(#N)C, predict the reaction product. The product is: [C:1]([O:5][C@@H:6]([C:9]1[C:27]([CH3:28])=[CH:26][C:12]2[N:13]=[C:14]([C:16]3[CH:17]=[C:18]4[CH:24]=[N:23][N:22]([CH3:25])[C:19]4=[N:20][CH:21]=3)[S:15][C:11]=2[C:10]=1[C:29]1[CH:34]=[CH:33][C:32]([Cl:35])=[CH:31][CH:30]=1)[C:7]([OH:36])=[O:8])([CH3:4])([CH3:2])[CH3:3]. (6) Given the reactants [OH:1][C:2]1[C:7]([O:8][CH3:9])=[C:6]([O:10][CH3:11])[N:5](CC2C=CC(OC)=CC=2)[C:4](=[O:21])[C:3]=1[C:22]([NH:24][CH2:25][CH:26]([CH3:29])[CH2:27][CH3:28])=[O:23], predict the reaction product. The product is: [OH:1][C:2]1[C:7]([O:8][CH3:9])=[C:6]([O:10][CH3:11])[NH:5][C:4](=[O:21])[C:3]=1[C:22]([NH:24][CH2:25][CH:26]([CH3:29])[CH2:27][CH3:28])=[O:23]. (7) Given the reactants [Cl:1][C:2]1[CH:3]=[C:4]([NH:15][C:16]2[C:25]3[C:20](=[CH:21][CH:22]=[CH:23][C:24]=3[O:26][CH2:27][C@@H:28]3[CH2:33][CH2:32][CH2:31][NH:30][CH2:29]3)[N:19]=[CH:18][N:17]=2)[CH:5]=[CH:6][C:7]=1[O:8][CH2:9][C:10]1[N:11]=[CH:12][S:13][CH:14]=1.[C:34](O)(=[O:37])[CH2:35][OH:36], predict the reaction product. The product is: [Cl:1][C:2]1[CH:3]=[C:4]([NH:15][C:16]2[C:25]3[C:20](=[CH:21][CH:22]=[CH:23][C:24]=3[O:26][CH2:27][C@@H:28]3[CH2:33][CH2:32][CH2:31][N:30]([C:35](=[O:36])[CH2:34][OH:37])[CH2:29]3)[N:19]=[CH:18][N:17]=2)[CH:5]=[CH:6][C:7]=1[O:8][CH2:9][C:10]1[N:11]=[CH:12][S:13][CH:14]=1.